The task is: Regression. Given two drug SMILES strings and cell line genomic features, predict the synergy score measuring deviation from expected non-interaction effect.. This data is from NCI-60 drug combinations with 297,098 pairs across 59 cell lines. (1) Drug 1: CN(CC1=CN=C2C(=N1)C(=NC(=N2)N)N)C3=CC=C(C=C3)C(=O)NC(CCC(=O)O)C(=O)O. Drug 2: C1C(C(OC1N2C=C(C(=O)NC2=O)F)CO)O. Cell line: PC-3. Synergy scores: CSS=36.5, Synergy_ZIP=-3.16, Synergy_Bliss=-8.08, Synergy_Loewe=-10.4, Synergy_HSA=-9.62. (2) Drug 1: C1=NC2=C(N=C(N=C2N1C3C(C(C(O3)CO)O)F)Cl)N. Drug 2: CCC1(CC2CC(C3=C(CCN(C2)C1)C4=CC=CC=C4N3)(C5=C(C=C6C(=C5)C78CCN9C7C(C=CC9)(C(C(C8N6C)(C(=O)OC)O)OC(=O)C)CC)OC)C(=O)OC)O.OS(=O)(=O)O. Cell line: UO-31. Synergy scores: CSS=0.369, Synergy_ZIP=0.855, Synergy_Bliss=2.26, Synergy_Loewe=0.473, Synergy_HSA=0.154. (3) Drug 1: C1C(C(OC1N2C=NC3=C(N=C(N=C32)Cl)N)CO)O. Drug 2: C1C(C(OC1N2C=NC(=NC2=O)N)CO)O. Cell line: SF-539. Synergy scores: CSS=5.25, Synergy_ZIP=-5.68, Synergy_Bliss=-7.12, Synergy_Loewe=-11.3, Synergy_HSA=-7.14. (4) Drug 1: CCC(=C(C1=CC=CC=C1)C2=CC=C(C=C2)OCCN(C)C)C3=CC=CC=C3.C(C(=O)O)C(CC(=O)O)(C(=O)O)O. Drug 2: CC1CCCC2(C(O2)CC(NC(=O)CC(C(C(=O)C(C1O)C)(C)C)O)C(=CC3=CSC(=N3)C)C)C. Cell line: MCF7. Synergy scores: CSS=41.4, Synergy_ZIP=16.6, Synergy_Bliss=18.7, Synergy_Loewe=-12.0, Synergy_HSA=4.87. (5) Drug 1: CS(=O)(=O)C1=CC(=C(C=C1)C(=O)NC2=CC(=C(C=C2)Cl)C3=CC=CC=N3)Cl. Drug 2: C#CCC(CC1=CN=C2C(=N1)C(=NC(=N2)N)N)C3=CC=C(C=C3)C(=O)NC(CCC(=O)O)C(=O)O. Cell line: HOP-62. Synergy scores: CSS=0.147, Synergy_ZIP=-1.30, Synergy_Bliss=-2.30, Synergy_Loewe=-0.520, Synergy_HSA=-3.55.